This data is from Reaction yield outcomes from USPTO patents with 853,638 reactions. The task is: Predict the reaction yield, written as a fraction of the theoretical maximum amount of product (1.0 means a 100% yield; for example, 0.34 means a 34% yield). (1) The yield is 0.740. The reactants are Cl[C:2]1[CH:11]=[CH:10][CH:9]=[CH:8][C:3]=1[CH2:4][CH2:5][CH:6]=[O:7].[O:12]=[C:13](/[CH:19]=[CH:20]/[C:21]1[CH:26]=[CH:25][C:24]([CH3:27])=[CH:23][CH:22]=1)[C:14]([O:16][CH2:17][CH3:18])=[O:15]. The product is [CH2:4]([C@@H:5]1[C:6](=[O:7])[O:12][C:13]([C:14]([O:16][CH2:17][CH3:18])=[O:15])=[CH:19][C@@H:20]1[C:21]1[CH:22]=[CH:23][C:24]([CH3:27])=[CH:25][CH:26]=1)[C:3]1[CH:8]=[CH:9][CH:10]=[CH:11][CH:2]=1. The catalyst is C(Cl)(Cl)Cl. (2) The reactants are [Si:1]([O:8][CH2:9][C@@H:10]1[CH2:14][C:13]([CH3:15])=[CH:12][N:11]1[C:16]([C:18]1[CH:23]=[C:22]([O:24][CH3:25])[C:21]([O:26][Si:27]([CH:34]([CH3:36])[CH3:35])([CH:31]([CH3:33])[CH3:32])[CH:28]([CH3:30])[CH3:29])=[CH:20][C:19]=1[N+:37]([O-])=O)=[O:17])([C:4]([CH3:7])([CH3:6])[CH3:5])([CH3:3])[CH3:2]. The catalyst is C(O)=O.C(O)C.[Zn]. The product is [NH2:37][C:19]1[CH:20]=[C:21]([O:26][Si:27]([CH:28]([CH3:29])[CH3:30])([CH:34]([CH3:36])[CH3:35])[CH:31]([CH3:33])[CH3:32])[C:22]([O:24][CH3:25])=[CH:23][C:18]=1[C:16]([N:11]1[CH:12]=[C:13]([CH3:15])[CH2:14][C@H:10]1[CH2:9][O:8][Si:1]([C:4]([CH3:7])([CH3:6])[CH3:5])([CH3:2])[CH3:3])=[O:17]. The yield is 0.800. (3) The reactants are Cl[C:2]1[CH:3]=[CH:4][C:5]([C:18]([F:21])([F:20])[F:19])=[C:6]2[C:11]=1[NH:10][CH:9]=[C:8]([C:12]([O:14]CC)=[O:13])[C:7]2=[O:17].[OH-].[Na+]. The catalyst is [Pd].C(O)C. The product is [O:17]=[C:7]1[C:6]2[C:11](=[CH:2][CH:3]=[CH:4][C:5]=2[C:18]([F:21])([F:19])[F:20])[NH:10][CH:9]=[C:8]1[C:12]([OH:14])=[O:13]. The yield is 0.870. (4) The reactants are [C:1]([NH:4][CH2:5][CH2:6][O:7][C@@H:8]([C:22]1[CH:27]=[CH:26][CH:25]=[C:24]([Cl:28])[C:23]=1[F:29])[C@@H:9]1[CH2:14][CH2:13][CH2:12][N:11](C(OC(C)(C)C)=O)[CH2:10]1)(=[O:3])[CH3:2]. The catalyst is C(O)(C(F)(F)F)=O.C(Cl)Cl. The product is [Cl:28][C:24]1[C:23]([F:29])=[C:22]([C@@H:8]([C@@H:9]2[CH2:14][CH2:13][CH2:12][NH:11][CH2:10]2)[O:7][CH2:6][CH2:5][NH:4][C:1](=[O:3])[CH3:2])[CH:27]=[CH:26][CH:25]=1. The yield is 0.870. (5) The reactants are [Br:1][C:2]1[C:3](=[O:17])[NH:4][CH:5]=[CH:6][C:7]=1[O:8][CH2:9][C:10]1[CH:15]=[CH:14][C:13]([F:16])=[CH:12][CH:11]=1.C([O-])([O-])=O.[K+].[K+].[C:24]([O:28][C:29](=[O:40])[NH:30][CH2:31][C:32]1[CH:37]=[CH:36][CH:35]=[C:34]([CH2:38]Br)[CH:33]=1)([CH3:27])([CH3:26])[CH3:25]. The product is [C:24]([O:28][C:29](=[O:40])[NH:30][CH2:31][C:32]1[CH:37]=[CH:36][CH:35]=[C:34]([CH2:38][N:4]2[CH:5]=[CH:6][C:7]([O:8][CH2:9][C:10]3[CH:15]=[CH:14][C:13]([F:16])=[CH:12][CH:11]=3)=[C:2]([Br:1])[C:3]2=[O:17])[CH:33]=1)([CH3:27])([CH3:26])[CH3:25]. The yield is 0.200. The catalyst is CN(C=O)C. (6) The reactants are C([O:8][C:9]1[CH:40]=[CH:39][C:12]2[NH:13][C:14]([C:19]3[C:20](=[O:38])[C:21]([CH2:34][CH2:35][CH2:36][CH3:37])([CH2:30][CH2:31][CH2:32][CH3:33])[C:22]4[C:27]([C:28]=3[OH:29])=[CH:26][CH:25]=[CH:24][CH:23]=4)=[N:15][S:16](=[O:18])(=[O:17])[C:11]=2[CH:10]=1)C1C=CC=CC=1.C(OC1C=CC2NC(C3C(=O)C(CCC)(CCC)C4C(C=3O)=CC=CC=4)=NS(=O)(=O)C=2C=1)C1C=CC=CC=1. No catalyst specified. The product is [CH2:30]([C:21]1([CH2:34][CH2:35][CH2:36][CH3:37])[C:22]2[C:27](=[CH:26][CH:25]=[CH:24][CH:23]=2)[C:28]([OH:29])=[C:19]([C:14]2[NH:13][C:12]3[CH:39]=[CH:40][C:9]([OH:8])=[CH:10][C:11]=3[S:16](=[O:18])(=[O:17])[N:15]=2)[C:20]1=[O:38])[CH2:31][CH2:32][CH3:33]. The yield is 1.00. (7) The reactants are C[O:2][C:3](=[O:23])[C:4]1[C:5](=[C:10]([NH:14][C:15]2[CH:20]=[CH:19][CH:18]=[CH:17][C:16]=2[O:21][CH3:22])[CH:11]=[CH:12][CH:13]=1)[C:6]([O:8]C)=[O:7].[OH-].[Na+]. The catalyst is C(O)C. The product is [CH3:22][O:21][C:16]1[CH:17]=[CH:18][CH:19]=[CH:20][C:15]=1[NH:14][C:10]1[CH:11]=[CH:12][CH:13]=[C:4]([C:3]([OH:23])=[O:2])[C:5]=1[C:6]([OH:8])=[O:7]. The yield is 0.910. (8) The reactants are C(O[C:4](=[O:21])[C:5](=[C:11]([S:19][CH3:20])[NH:12][C:13]1[CH:18]=[CH:17][CH:16]=[CH:15][CH:14]=1)[C:6]([O:8][CH2:9][CH3:10])=[O:7])C. The catalyst is ClC1C=CC=CC=1Cl. The product is [CH2:9]([O:8][C:6]([C:5]1[C:11]([S:19][CH3:20])=[N:12][C:13]2[C:14]([C:4]=1[OH:21])=[CH:15][CH:16]=[CH:17][CH:18]=2)=[O:7])[CH3:10]. The yield is 0.350. (9) The reactants are C(OC(=O)[NH:7][C@H:8]([C:10]1[N:14]([C:15]2[CH:20]=[CH:19][CH:18]=[CH:17][N:16]=2)[C:13]2[C:21]([Br:26])=[C:22]([F:25])[CH:23]=[CH:24][C:12]=2[N:11]=1)[CH3:9])(C)(C)C.Cl[C:29]1[N:37]=[CH:36][N:35]=[C:34]2[C:30]=1[N:31]=[CH:32][N:33]2[CH:38]1[CH2:43][CH2:42][CH2:41][CH2:40][O:39]1.CCN(C(C)C)C(C)C. The catalyst is Cl.O1CCOCC1. The product is [Br:26][C:21]1[C:13]2[N:14]([C:15]3[CH:20]=[CH:19][CH:18]=[CH:17][N:16]=3)[C:10]([C@@H:8]([NH:7][C:29]3[N:37]=[CH:36][N:35]=[C:34]4[C:30]=3[N:31]=[CH:32][N:33]4[CH:38]3[CH2:43][CH2:42][CH2:41][CH2:40][O:39]3)[CH3:9])=[N:11][C:12]=2[CH:24]=[CH:23][C:22]=1[F:25]. The yield is 0.760. (10) The reactants are [NH2:1][C:2]1[C:3]([CH3:28])=[N:4][C:5]([O:9][CH2:10][C:11]([N:13]([CH:15]2[CH2:20][CH2:19][N:18]([CH2:21][C:22]3[CH:27]=[CH:26][CH:25]=[CH:24][CH:23]=3)[CH2:17][CH2:16]2)[CH3:14])=[O:12])=[N:6][C:7]=1[CH3:8].[BrH:29]. The catalyst is CO. The product is [BrH:29].[NH2:1][C:2]1[C:7]([CH3:8])=[N:6][C:5]([O:9][CH2:10][C:11]([N:13]([CH:15]2[CH2:20][CH2:19][N:18]([CH2:21][C:22]3[CH:23]=[CH:24][CH:25]=[CH:26][CH:27]=3)[CH2:17][CH2:16]2)[CH3:14])=[O:12])=[N:4][C:3]=1[CH3:28]. The yield is 0.780.